From a dataset of Forward reaction prediction with 1.9M reactions from USPTO patents (1976-2016). Predict the product of the given reaction. (1) Given the reactants COC1C=C(OC)C=CC=1C[N:6]1[C:11](=[O:12])[C:10]([C:13]([OH:15])=[O:14])=[C:9]([OH:16])[C:8]2[CH2:17][CH2:18][CH2:19][CH2:20][C:21]3[CH:26]=[C:25]([N:27]([CH3:29])[CH3:28])[CH:24]=[CH:23][C:22]=3[C:7]1=2.[SiH](C(C)C)(C(C)C)C(C)C.C(O)(C(F)(F)F)=O, predict the reaction product. The product is: [CH3:28][N:27]([CH3:29])[C:25]1[CH:24]=[CH:23][C:22]2[C:7]3[NH:6][C:11](=[O:12])[C:10]([C:13]([OH:15])=[O:14])=[C:9]([OH:16])[C:8]=3[CH2:17][CH2:18][CH2:19][CH2:20][C:21]=2[CH:26]=1. (2) Given the reactants [CH3:1][O:2][C:3]1[CH:4]=[C:5]2[C:10](=[CH:11][C:12]=1[O:13][CH3:14])[N:9]=[CH:8][N:7]=[C:6]2[O:15][C:16]1[CH:22]=[CH:21][C:19]([NH2:20])=[CH:18][CH:17]=1.Cl[C:24](Cl)([O:26]C(=O)OC(Cl)(Cl)Cl)Cl.[CH2:35]([N:37]([CH2:45][CH3:46])[CH2:38][CH2:39][CH:40]([OH:44])[CH2:41][CH2:42][CH3:43])[CH3:36].C(=O)(O)[O-].[Na+], predict the reaction product. The product is: [CH3:1][O:2][C:3]1[CH:4]=[C:5]2[C:10](=[CH:11][C:12]=1[O:13][CH3:14])[N:9]=[CH:8][N:7]=[C:6]2[O:15][C:16]1[CH:22]=[CH:21][C:19]([NH:20][C:24](=[O:26])[O:44][CH:40]([CH2:39][CH2:38][N:37]([CH2:35][CH3:36])[CH2:45][CH3:46])[CH2:41][CH2:42][CH3:43])=[CH:18][CH:17]=1. (3) Given the reactants C([O:8][C:9]([C@:11]12[CH2:45][CH2:44][C@@H:43]([C:46]([CH3:48])=[CH2:47])[C@@H:12]1[C@@H:13]1[C@@:26]([CH3:29])([CH2:27][CH2:28]2)[C@@:25]2([CH3:30])[C@@H:16]([C@:17]3([CH3:42])[C@@H:22]([CH2:23][CH2:24]2)[C:21]([CH3:32])([CH3:31])[C:20]([C:33]2[CH:38]=[CH:37][C:36]([B:39]([OH:41])[OH:40])=[CH:35][CH:34]=2)=[CH:19][CH2:18]3)[CH2:15][CH2:14]1)=[O:10])C1C=CC=CC=1.N#N.B(Br)(Br)Br, predict the reaction product. The product is: [B:39]([C:36]1[CH:37]=[CH:38][C:33]([C:20]2[C:21]([CH3:32])([CH3:31])[C@H:22]3[C@:17]([CH3:42])([CH2:18][CH:19]=2)[C@@H:16]2[C@:25]([CH3:30])([C@@:26]4([CH3:29])[C@H:13]([CH2:14][CH2:15]2)[C@H:12]2[C@H:43]([C:46]([CH3:48])=[CH2:47])[CH2:44][CH2:45][C@:11]2([C:9]([OH:10])=[O:8])[CH2:28][CH2:27]4)[CH2:24][CH2:23]3)=[CH:34][CH:35]=1)([OH:41])[OH:40]. (4) Given the reactants [O:1]([CH2:8][CH2:9][CH2:10][C:11]([OH:13])=O)[C:2]1[CH:7]=[CH:6][CH:5]=[CH:4][CH:3]=1.C1C=CC2N(O)N=NC=2C=1.CCN=C=NCCCN(C)C.C(N(C(C)C)CC)(C)C.[CH3:44][NH:45][CH:46]1[CH2:51][CH2:50][N:49]([CH3:52])[CH2:48][CH2:47]1, predict the reaction product. The product is: [CH3:44][N:45]([CH:46]1[CH2:51][CH2:50][N:49]([CH3:52])[CH2:48][CH2:47]1)[C:11](=[O:13])[CH2:10][CH2:9][CH2:8][O:1][C:2]1[CH:3]=[CH:4][CH:5]=[CH:6][CH:7]=1.